This data is from Reaction yield outcomes from USPTO patents with 853,638 reactions. The task is: Predict the reaction yield, written as a fraction of the theoretical maximum amount of product (1.0 means a 100% yield; for example, 0.34 means a 34% yield). (1) The reactants are [F:1][C:2]1[CH:3]=[C:4]([C:29]2[C:30]([C:35]#[N:36])=[CH:31][CH:32]=[CH:33][CH:34]=2)[CH:5]=[CH:6][C:7]=1[CH2:8][C:9]1[C:10](=[O:28])[N:11]([C@H:21]2[CH2:26][CH2:25][C@H:24]([OH:27])[CH2:23][CH2:22]2)[C:12]2[N:13]([N:18]=[CH:19][N:20]=2)[C:14]=1[CH2:15][CH2:16][CH3:17].[CH2:37]([O:39][C:40](=[O:46])[C:41](=[N+]=[N-])[CH2:42][CH3:43])[CH3:38]. The catalyst is C1(C)C=CC=CC=1.C([O-])(=O)C.[Rh+2].C([O-])(=O)C. The product is [C:35]([C:30]1[CH:31]=[CH:32][CH:33]=[CH:34][C:29]=1[C:4]1[CH:5]=[CH:6][C:7]([CH2:8][C:9]2[C:10](=[O:28])[N:11]([C@H:21]3[CH2:26][CH2:25][C@H:24]([O:27][CH:41]([CH2:42][CH3:43])[C:40]([O:39][CH2:37][CH3:38])=[O:46])[CH2:23][CH2:22]3)[C:12]3[N:13]([N:18]=[CH:19][N:20]=3)[C:14]=2[CH2:15][CH2:16][CH3:17])=[C:2]([F:1])[CH:3]=1)#[N:36]. The yield is 0.560. (2) The yield is 0.990. The reactants are [O:1]1CCO[CH:2]1[C:6]1[C:11]([O:12][CH2:13][C:14]2[C:15]([C:20]3[N:21]([CH:25]([CH3:27])[CH3:26])[N:22]=[CH:23][N:24]=3)=[N:16][CH:17]=[CH:18][CH:19]=2)=[CH:10][N:9]=[C:8]([O:28][CH3:29])[CH:7]=1.Cl. No catalyst specified. The product is [CH:25]([N:21]1[C:20]([C:15]2[C:14]([CH2:13][O:12][C:11]3[C:6]([CH:2]=[O:1])=[CH:7][C:8]([O:28][CH3:29])=[N:9][CH:10]=3)=[CH:19][CH:18]=[CH:17][N:16]=2)=[N:24][CH:23]=[N:22]1)([CH3:27])[CH3:26].